From a dataset of Forward reaction prediction with 1.9M reactions from USPTO patents (1976-2016). Predict the product of the given reaction. (1) Given the reactants [N:1]1[CH:6]=[CH:5][CH:4]=[CH:3][C:2]=1[C:7]1[CH:11]=[C:10]([C:12]2[O:16][N:15]=[C:14]([C:17]3[CH:22]=[CH:21][C:20]([CH3:23])=[CH:19][CH:18]=3)[N:13]=2)[O:9][N:8]=1.[I:24]N1C(=O)CCC1=O, predict the reaction product. The product is: [I:24][C:11]1[C:7]([C:2]2[CH:3]=[CH:4][CH:5]=[CH:6][N:1]=2)=[N:8][O:9][C:10]=1[C:12]1[O:16][N:15]=[C:14]([C:17]2[CH:22]=[CH:21][C:20]([CH3:23])=[CH:19][CH:18]=2)[N:13]=1. (2) Given the reactants [C:1]([C:4]1[CH:9]=[C:8]([N:10]2[C:15]([CH3:16])=[CH:14][C:13]([O:17][CH2:18][C:19]3[CH:24]=[CH:23][C:22]([O:25][CH3:26])=[CH:21][CH:20]=3)=[C:12]([Cl:27])[C:11]2=[O:28])[C:7]([CH3:29])=[CH:6][N:5]=1)(=O)[CH3:2].[CH3:30]OC(OC)N(C)C.Cl.[OH:39][C:40]([CH3:45])([CH3:44])[C:41]([NH2:43])=[NH:42].C(=O)([O-])[O-].[K+].[K+], predict the reaction product. The product is: [Cl:27][C:12]1[C:11](=[O:28])[N:10]([C:8]2[C:7]([CH3:29])=[CH:6][N:5]=[C:4]([C:1]3[CH:2]=[CH:30][N:43]=[C:41]([C:40]([OH:39])([CH3:45])[CH3:44])[N:42]=3)[CH:9]=2)[C:15]([CH3:16])=[CH:14][C:13]=1[O:17][CH2:18][C:19]1[CH:20]=[CH:21][C:22]([O:25][CH3:26])=[CH:23][CH:24]=1. (3) Given the reactants [CH3:1][O:2][C:3](=[O:11])[C:4]1[CH:9]=[CH:8][C:7]([NH2:10])=[CH:6][CH:5]=1.[Cl:12][C:13]1[CH:14]=[C:15]([CH:18]=[CH:19][C:20]=1[F:21])[CH:16]=O.[C:22]([C:25]1[CH:30]=[CH:29][CH:28]=[CH:27][CH:26]=1)([CH3:24])=[CH2:23].F[C:32](F)(F)S([O-])(=O)=O.[Yb+3].FC(F)(F)S([O-])(=O)=O.FC(F)(F)S([O-])(=O)=O, predict the reaction product. The product is: [CH2:1]([O:2][C:3]([C:4]1[CH:5]=[C:6]2[C:7](=[CH:8][CH:9]=1)[NH:10][CH:16]([C:15]1[CH:18]=[CH:19][C:20]([F:21])=[C:13]([Cl:12])[CH:14]=1)[CH2:23][C:22]2([CH3:24])[C:25]1[CH:30]=[CH:29][CH:28]=[CH:27][CH:26]=1)=[O:11])[CH3:32].